Task: Predict which catalyst facilitates the given reaction.. Dataset: Catalyst prediction with 721,799 reactions and 888 catalyst types from USPTO (1) Reactant: [C:1]([C:5]1[C:9]([CH2:10][CH2:11][CH2:12][OH:13])=[CH:8][N:7]([C:14]2[CH:19]=[CH:18][C:17]([Cl:20])=[CH:16][N:15]=2)[N:6]=1)([CH3:4])([CH3:3])[CH3:2].O[C:22]1[C:27]([CH3:28])=[CH:26][CH:25]=[CH:24][C:23]=1[CH2:29][C:30]([O:32]C)=[O:31].C(P(CCCC)CCCC)CCC.N(C(N1CCCCC1)=O)=NC(N1CCCCC1)=O. Product: [C:1]([C:5]1[C:9]([CH2:10][CH2:11][CH2:12][O:13][C:22]2[C:27]([CH3:28])=[CH:26][CH:25]=[CH:24][C:23]=2[CH2:29][C:30]([OH:32])=[O:31])=[CH:8][N:7]([C:14]2[CH:19]=[CH:18][C:17]([Cl:20])=[CH:16][N:15]=2)[N:6]=1)([CH3:4])([CH3:2])[CH3:3]. The catalyst class is: 7. (2) Reactant: [N:1]1[CH:6]=[CH:5][CH:4]=[C:3](B(O)O)[CH:2]=1.I[C:11]1[C@@:15]2([CH3:38])[CH2:16][CH2:17][C@H:18]3[C@H:27]([C@@H:14]2[CH2:13][CH:12]=1)[CH2:26][CH:25]=[C:24]1[C@:19]3([CH3:37])[CH2:20][CH2:21][C:22](=[O:36])[N:23]1[CH2:28][CH2:29][N:30]1[CH2:35][CH2:34][O:33][CH2:32][CH2:31]1. Product: [CH3:37][C@@:19]12[C@H:18]3[CH2:17][CH2:16][C@@:15]4([CH3:38])[C@H:14]([C@@H:27]3[CH2:26][CH:25]=[C:24]1[N:23]([CH2:28][CH2:29][N:30]1[CH2:35][CH2:34][O:33][CH2:32][CH2:31]1)[C:22](=[O:36])[CH2:21][CH2:20]2)[CH2:13][CH:12]=[C:11]4[C:3]1[CH:2]=[N:1][CH:6]=[CH:5][CH:4]=1. The catalyst class is: 75. (3) Reactant: Cl[C:2]1[N:7]=[CH:6][C:5]([O:8][CH2:9][CH3:10])=[CH:4][N:3]=1.[Cl:11][C:12]1[CH:13]=[C:14](B(O)O)[CH:15]=[CH:16][CH:17]=1.C([O-])([O-])=O.[Na+].[Na+]. Product: [Cl:11][C:12]1[CH:17]=[C:16]([C:2]2[N:7]=[CH:6][C:5]([O:8][CH2:9][CH3:10])=[CH:4][N:3]=2)[CH:15]=[CH:14][CH:13]=1. The catalyst class is: 819. (4) Reactant: [CH2:1]([C:8]1[C:9]([NH2:22])=[N:10][CH:11]=[C:12]([C:14]2[CH:19]=[CH:18][C:17]([O:20][CH3:21])=[CH:16][CH:15]=2)[N:13]=1)[C:2]1[CH:7]=[CH:6][CH:5]=[CH:4][CH:3]=1.[C:23](Cl)(=[O:32])[C:24]1[CH:29]=[CH:28][CH:27]=[C:26]([O:30][CH3:31])[CH:25]=1.O. Product: [CH2:1]([C:8]1[C:9]([NH:22][C:23](=[O:32])[C:24]2[CH:29]=[CH:28][CH:27]=[C:26]([O:30][CH3:31])[CH:25]=2)=[N:10][CH:11]=[C:12]([C:14]2[CH:19]=[CH:18][C:17]([O:20][CH3:21])=[CH:16][CH:15]=2)[N:13]=1)[C:2]1[CH:7]=[CH:6][CH:5]=[CH:4][CH:3]=1. The catalyst class is: 537. (5) Product: [F:1][C:2]1[C:3]([NH:18][C:19]2[CH:24]=[CH:23][C:22]([I:25])=[CH:21][C:20]=2[F:26])=[C:4]([CH:12]=[C:13]([CH2:31][N:30]([O:29][CH3:28])[CH3:32])[C:14]=1[F:15])[C:5]([NH:7][O:8][CH2:9][CH2:10][OH:11])=[O:6]. Reactant: [F:1][C:2]1[C:3]([NH:18][C:19]2[CH:24]=[CH:23][C:22]([I:25])=[CH:21][C:20]=2[F:26])=[C:4]([CH:12]=[C:13](C=O)[C:14]=1[F:15])[C:5]([NH:7][O:8][CH2:9][CH2:10][OH:11])=[O:6].Cl.[CH3:28][O:29][NH:30][CH3:31].[C:32]([BH3-])#N.[Na+]. The catalyst class is: 7. (6) Reactant: [CH3:1][O:2][C:3]1[CH:4]=[C:5]([NH:11][C:12](=[O:14])[CH3:13])[CH:6]=[CH:7][C:8]=1[O:9][CH3:10].[I:15]Cl.[O-]S([O-])(=S)=O.[Na+].[Na+]. Product: [I:15][C:6]1[CH:7]=[C:8]([O:9][CH3:10])[C:3]([O:2][CH3:1])=[CH:4][C:5]=1[NH:11][C:12](=[O:14])[CH3:13]. The catalyst class is: 585. (7) Reactant: [CH:1]1[C:13]2[CH:12]([CH2:14][O:15][C:16]([N:18]([CH2:29][C:30](=[O:47])[NH:31][CH2:32][CH2:33][O:34][CH2:35][CH2:36][O:37][CH2:38][CH2:39][C:40]([O:42]C(C)(C)C)=[O:41])[CH2:19][CH2:20][NH:21]C(=O)OC(C)(C)C)=[O:17])[C:11]3[C:6](=[CH:7][CH:8]=[CH:9][CH:10]=3)[C:5]=2[CH:4]=[CH:3][CH:2]=1.C(Cl)Cl.[C:51]([OH:57])([C:53]([F:56])([F:55])[F:54])=[O:52]. Product: [F:54][C:53]([F:56])([F:55])[C:51]([O-:57])=[O:52].[CH:10]1[C:11]2[CH:12]([CH2:14][O:15][C:16]([N:18]([CH2:29][C:30](=[O:47])[NH:31][CH2:32][CH2:33][O:34][CH2:35][CH2:36][O:37][CH2:38][CH2:39][C:40]([OH:42])=[O:41])[CH2:19][CH2:20][NH3+:21])=[O:17])[C:13]3[C:5](=[CH:4][CH:3]=[CH:2][CH:1]=3)[C:6]=2[CH:7]=[CH:8][CH:9]=1. The catalyst class is: 6. (8) Reactant: [CH3:1][C:2]([C:12]1[CH:17]=[CH:16][C:15]([N+:18]([O-])=O)=[CH:14][CH:13]=1)([CH3:11])[CH2:3][CH2:4][N:5]1[CH2:10][CH2:9][O:8][CH2:7][CH2:6]1.CC(O)=O. Product: [CH3:11][C:2]([C:12]1[CH:13]=[CH:14][C:15]([NH2:18])=[CH:16][CH:17]=1)([CH3:1])[CH2:3][CH2:4][N:5]1[CH2:6][CH2:7][O:8][CH2:9][CH2:10]1. The catalyst class is: 324. (9) The catalyst class is: 121. Reactant: Cl[C:2]1[N:3]=[C:4]2[CH:9]=[CH:8][CH:7]=[CH:6][N:5]2[C:10]=1C(OCC)=O.[CH:16]1[C:21]([OH:22])=[CH:20][CH:19]=[C:18]([Br:23])[CH:17]=1.[H-].[Na+].[Cl-].[Cl-].[Ca+2]. Product: [Br:23][C:18]1[CH:19]=[CH:20][C:21]([O:22][C:2]2[N:3]=[C:4]3[CH:9]=[CH:8][CH:7]=[CH:6][N:5]3[CH:10]=2)=[CH:16][CH:17]=1. (10) Reactant: [C:1]([O:5][C:6]([NH:8][C@@H:9]1[CH2:12][C@H:11]([C:13]([OH:15])=O)[C:10]1([CH3:17])[CH3:16])=[O:7])([CH3:4])([CH3:3])[CH3:2].[CH:18]1[CH:19]=[CH:20]C2N(O)N=[N:24][C:22]=2[CH:23]=1.C(N(CC)CC)C.N1CCCCC1. Product: [CH3:16][C:10]1([CH3:17])[C@@H:11]([C:13]([N:24]2[CH2:20][CH2:19][CH2:18][CH2:23][CH2:22]2)=[O:15])[CH2:12][C@H:9]1[NH:8][C:6](=[O:7])[O:5][C:1]([CH3:2])([CH3:3])[CH3:4]. The catalyst class is: 232.